This data is from Catalyst prediction with 721,799 reactions and 888 catalyst types from USPTO. The task is: Predict which catalyst facilitates the given reaction. Reactant: I[C:2]1[C:3]([NH:10][C@H:11]2[C@@H:15]3[O:16][C:17]([CH3:20])([CH3:19])[O:18][C@@H:14]3[C@@H:13]([CH2:21][OH:22])[CH2:12]2)=[N:4][C:5]([S:8][CH3:9])=[N:6][CH:7]=1.P([O-])([O-])([O-])=O.[K+].[K+].[K+].[NH:31]1[CH:35]=[CH:34][CH:33]=[N:32]1.CN[C@@H]1CCCC[C@H]1NC. Product: [CH3:19][C:17]1([CH3:20])[O:16][C@H:15]2[C@H:11]([NH:10][C:3]3[C:2]([N:31]4[CH:35]=[CH:34][CH:33]=[N:32]4)=[CH:7][N:6]=[C:5]([S:8][CH3:9])[N:4]=3)[CH2:12][C@H:13]([CH2:21][OH:22])[C@H:14]2[O:18]1. The catalyst class is: 246.